From a dataset of Reaction yield outcomes from USPTO patents with 853,638 reactions. Predict the reaction yield, written as a fraction of the theoretical maximum amount of product (1.0 means a 100% yield; for example, 0.34 means a 34% yield). (1) The reactants are ClC1C=C(C2ON=C(CN3CCC(N4C5C=CC=CC=5COC4=O)CC3)N=2)C=CC=1.Cl.[NH:32]1[CH2:37][CH2:36][CH:35]([N:38]2[C:43]3[CH:44]=[CH:45][CH:46]=[CH:47][C:42]=3[CH2:41][O:40][C:39]2=[O:48])[CH2:34][CH2:33]1.Cl[CH2:50][C:51]1[N:55]=[C:54]([C:56]2[CH:61]=[C:60]([CH3:62])[CH:59]=[CH:58][C:57]=2[F:63])[O:53][N:52]=1.CCN(C(C)C)C(C)C.C(=O)([O-])[O-].[K+].[K+]. No catalyst specified. The product is [F:63][C:57]1[CH:58]=[CH:59][C:60]([CH3:62])=[CH:61][C:56]=1[C:54]1[O:53][N:52]=[C:51]([CH2:50][N:32]2[CH2:33][CH2:34][CH:35]([N:38]3[C:43]4[CH:44]=[CH:45][CH:46]=[CH:47][C:42]=4[CH2:41][O:40][C:39]3=[O:48])[CH2:36][CH2:37]2)[N:55]=1. The yield is 0.790. (2) The reactants are [O:1]=[CH:2][C:3]1[CH:11]=[CH:10][C:8]([OH:9])=[C:5]([O:6][CH3:7])[CH:4]=1.[Br:12][CH:13](Br)[CH3:14].C(=O)([O-])[O-].[K+].[K+]. The catalyst is C(#N)C. The product is [Br:12][CH2:13][CH2:14][O:9][C:8]1[CH:10]=[CH:11][C:3]([CH:2]=[O:1])=[CH:4][C:5]=1[O:6][CH3:7]. The yield is 0.660. (3) The reactants are [O:1]=[C:2]1[CH2:11][CH2:10][CH2:9][C@@H:8]2[N:3]1[CH2:4][C@H:5]([C:12]([OH:14])=O)[CH2:6][CH2:7]2.Cl.[Cl:16][C:17]1[C:18]([CH2:23][NH2:24])=[N:19][CH:20]=[CH:21][N:22]=1.CN(C(ON1N=NC2C=CC=NC1=2)=[N+](C)C)C.F[P-](F)(F)(F)(F)F. The catalyst is C(Cl)Cl. The product is [Cl:16][C:17]1[C:18]([CH2:23][NH:24][C:12]([C@H:5]2[CH2:4][N:3]3[C@@H:8]([CH2:9][CH2:10][CH2:11][C:2]3=[O:1])[CH2:7][CH2:6]2)=[O:14])=[N:19][CH:20]=[CH:21][N:22]=1. The yield is 0.823. (4) The reactants are Cl.C[O:3][C:4](=[O:22])[C:5]([CH3:21])([C:7]1[CH:12]=[CH:11][C:10]([O:13][S:14]([C:17]([F:20])([F:19])[F:18])(=[O:16])=[O:15])=[CH:9][CH:8]=1)[CH3:6]. The catalyst is CC(O)=O. The product is [CH3:21][C:5]([C:7]1[CH:8]=[CH:9][C:10]([O:13][S:14]([C:17]([F:19])([F:20])[F:18])(=[O:16])=[O:15])=[CH:11][CH:12]=1)([CH3:6])[C:4]([OH:22])=[O:3]. The yield is 0.850. (5) The product is [C:1]([C:5]1[CH:6]=[C:7]2[C:11](=[CH:12][C:13]=1[NH2:14])[NH:10][CH:9]=[CH:8]2)([CH3:4])([CH3:2])[CH3:3]. The reactants are [C:1]([C:5]1[CH:6]=[C:7]2[C:11](=[CH:12][C:13]=1[N+:14]([O-])=O)[NH:10][CH:9]=[CH:8]2)([CH3:4])([CH3:3])[CH3:2]. The yield is 0.870. The catalyst is CO.[Ni]. (6) The reactants are [NH2:1][C:2]1[N:7]=[CH:6][N:5]=[C:4]2[N:8]([CH:12]([C:14]3[CH:21]=[C:20]([Cl:22])[C:17]([C:18]#[N:19])=[C:16]([CH:23]4[CH2:26][NH:25][CH2:24]4)[C:15]=3[O:27][CH2:28][CH3:29])[CH3:13])[N:9]=[C:10]([CH3:11])[C:3]=12.[C:30](O)(=[O:33])CC.C(N(CC)CC)C.CN(C(ON1N=N[C:56]2[C:51]1=CC=C[CH:55]=2)=[N+](C)C)C.F[P-](F)(F)(F)(F)F.CN(C)C=[O:69]. The catalyst is CO.C(#N)C. The product is [NH2:1][C:2]1[N:7]=[CH:6][N:5]=[C:4]2[N:8]([CH:12]([C:14]3[CH:21]=[C:20]([Cl:22])[C:17]([C:18]#[N:19])=[C:16]([CH:23]4[CH2:24][N:25]([C:30](=[O:33])[C:56]([OH:69])([CH3:55])[CH3:51])[CH2:26]4)[C:15]=3[O:27][CH2:28][CH3:29])[CH3:13])[N:9]=[C:10]([CH3:11])[C:3]=12. The yield is 0.140. (7) The reactants are [CH2:1]([C@H:8]([NH:24][C:25](=[O:41])[C:26]1[CH:31]=[C:30]([N:32]2[CH2:36][CH2:35][CH2:34][C:33]2=[O:37])[CH:29]=[C:28]([N+:38]([O-])=O)[CH:27]=1)[C@H:9]([OH:23])[CH2:10][NH:11][C@H:12]([C:14](=[O:22])[NH:15][CH:16]1[CH2:21][CH2:20][CH2:19][CH2:18][CH2:17]1)[CH3:13])[C:2]1[CH:7]=[CH:6][CH:5]=[CH:4][CH:3]=1.CCO. The catalyst is [Pd].O. The product is [NH2:38][C:28]1[CH:27]=[C:26]([CH:31]=[C:30]([N:32]2[CH2:36][CH2:35][CH2:34][C:33]2=[O:37])[CH:29]=1)[C:25]([NH:24][C@@H:8]([CH2:1][C:2]1[CH:3]=[CH:4][CH:5]=[CH:6][CH:7]=1)[C@H:9]([OH:23])[CH2:10][NH:11][C@H:12]([C:14](=[O:22])[NH:15][CH:16]1[CH2:21][CH2:20][CH2:19][CH2:18][CH2:17]1)[CH3:13])=[O:41]. The yield is 0.380.